This data is from NCI-60 drug combinations with 297,098 pairs across 59 cell lines. The task is: Regression. Given two drug SMILES strings and cell line genomic features, predict the synergy score measuring deviation from expected non-interaction effect. (1) Drug 1: C1CNP(=O)(OC1)N(CCCl)CCCl. Drug 2: CC12CCC3C(C1CCC2OP(=O)(O)O)CCC4=C3C=CC(=C4)OC(=O)N(CCCl)CCCl.[Na+]. Cell line: EKVX. Synergy scores: CSS=-1.43, Synergy_ZIP=1.83, Synergy_Bliss=-0.214, Synergy_Loewe=-13.5, Synergy_HSA=-9.90. (2) Drug 1: CC1=C(C(=CC=C1)Cl)NC(=O)C2=CN=C(S2)NC3=CC(=NC(=N3)C)N4CCN(CC4)CCO. Drug 2: CN1C2=C(C=C(C=C2)N(CCCl)CCCl)N=C1CCCC(=O)O.Cl. Cell line: SF-268. Synergy scores: CSS=12.1, Synergy_ZIP=-1.50, Synergy_Bliss=3.78, Synergy_Loewe=-7.22, Synergy_HSA=-0.0861. (3) Drug 1: C1=CC(=CC=C1CCCC(=O)O)N(CCCl)CCCl. Drug 2: CS(=O)(=O)CCNCC1=CC=C(O1)C2=CC3=C(C=C2)N=CN=C3NC4=CC(=C(C=C4)OCC5=CC(=CC=C5)F)Cl. Cell line: A549. Synergy scores: CSS=33.8, Synergy_ZIP=-0.855, Synergy_Bliss=0.474, Synergy_Loewe=0.397, Synergy_HSA=2.37. (4) Drug 1: CC12CCC3C(C1CCC2O)C(CC4=C3C=CC(=C4)O)CCCCCCCCCS(=O)CCCC(C(F)(F)F)(F)F. Drug 2: C1C(C(OC1N2C=NC(=NC2=O)N)CO)O. Cell line: SNB-75. Synergy scores: CSS=-2.51, Synergy_ZIP=-1.86, Synergy_Bliss=-4.85, Synergy_Loewe=-5.61, Synergy_HSA=-5.55. (5) Drug 1: CC1=C(C(CCC1)(C)C)C=CC(=CC=CC(=CC(=O)O)C)C. Drug 2: CN(CCCl)CCCl.Cl. Cell line: CCRF-CEM. Synergy scores: CSS=28.0, Synergy_ZIP=0.888, Synergy_Bliss=0.213, Synergy_Loewe=-16.8, Synergy_HSA=-0.910. (6) Drug 1: COC1=CC(=CC(=C1O)OC)C2C3C(COC3=O)C(C4=CC5=C(C=C24)OCO5)OC6C(C(C7C(O6)COC(O7)C8=CC=CS8)O)O. Drug 2: COC1=NC(=NC2=C1N=CN2C3C(C(C(O3)CO)O)O)N. Cell line: CAKI-1. Synergy scores: CSS=19.9, Synergy_ZIP=0.405, Synergy_Bliss=1.41, Synergy_Loewe=3.42, Synergy_HSA=3.74. (7) Synergy scores: CSS=4.40, Synergy_ZIP=-0.0350, Synergy_Bliss=2.10, Synergy_Loewe=-13.1, Synergy_HSA=0.251. Drug 2: C(=O)(N)NO. Cell line: SK-OV-3. Drug 1: CC1C(C(CC(O1)OC2CC(CC3=C2C(=C4C(=C3O)C(=O)C5=C(C4=O)C(=CC=C5)OC)O)(C(=O)C)O)N)O.Cl. (8) Drug 2: C1C(C(OC1N2C=NC3=C(N=C(N=C32)Cl)N)CO)O. Synergy scores: CSS=9.84, Synergy_ZIP=-4.44, Synergy_Bliss=-0.291, Synergy_Loewe=-1.07, Synergy_HSA=-0.890. Drug 1: CN(C)N=NC1=C(NC=N1)C(=O)N. Cell line: IGROV1.